From a dataset of Forward reaction prediction with 1.9M reactions from USPTO patents (1976-2016). Predict the product of the given reaction. (1) Given the reactants [C:1]([C:3]1[O:4][CH:5]=[CH:6][CH:7]=1)#[N:2].[NH2:8][OH:9], predict the reaction product. The product is: [OH:9][NH:8][C:1]([C:3]1[O:4][CH:5]=[CH:6][CH:7]=1)=[NH:2]. (2) Given the reactants N#N.C(Cl)Cl.CC([O-])=O.[K+].[B:20]1([B:20]2[O:24][C:23]([CH3:26])([CH3:25])[C:22]([CH3:28])([CH3:27])[O:21]2)[O:24][C:23]([CH3:26])([CH3:25])[C:22]([CH3:28])([CH3:27])[O:21]1.Br[C:30]1[CH:35]=[CH:34][C:33]([NH2:36])=[CH:32][C:31]=1[N+:37]([O-:39])=[O:38], predict the reaction product. The product is: [N+:37]([C:31]1[CH:32]=[C:33]([NH2:36])[CH:34]=[CH:35][C:30]=1[B:20]1[O:21][C:22]([CH3:27])([CH3:28])[C:23]([CH3:25])([CH3:26])[O:24]1)([O-:39])=[O:38]. (3) The product is: [NH2:1][C:2]1[C:11]([F:12])=[C:10]([NH:30][CH2:29][CH2:28][CH2:27][C:23]2[CH:22]=[N:21][CH:26]=[CH:25][CH:24]=2)[C:9]2[O:14][CH2:15][C@H:16]([CH3:17])[N:7]3[C:8]=2[C:3]=1[C:4](=[O:20])[C:5]([C:18]#[N:19])=[CH:6]3. Given the reactants [NH2:1][C:2]1[C:11]([F:12])=[C:10](F)[C:9]2[O:14][CH2:15][C@H:16]([CH3:17])[N:7]3[C:8]=2[C:3]=1[C:4](=[O:20])[C:5]([C:18]#[N:19])=[CH:6]3.[N:21]1[CH:26]=[CH:25][CH:24]=[C:23]([CH2:27][CH2:28][CH2:29][NH2:30])[CH:22]=1, predict the reaction product. (4) Given the reactants Cl.Cl.Cl.[NH2:4][C:5]1[CH:20]=[CH:19][C:8]([CH2:9][NH:10][C:11]2[C:16]([Cl:17])=[CH:15][N:14]=[C:13](Cl)[N:12]=2)=[CH:7][C:6]=1[CH2:21][CH2:22][C:23]1[CH:24]=[N:25][CH:26]=[C:27]([NH2:29])[CH:28]=1.C(N(CC)CC)C.C(=O)([O-])[O-].[Cs+].[Cs+], predict the reaction product. The product is: [Cl:17][C:16]1[CH:15]=[N:14][C:13]2[NH:29][C:27]3[CH:26]=[N:25][CH:24]=[C:23]([CH:28]=3)[CH2:22][CH2:21][C:6]3[CH:7]=[C:8]([CH2:9][NH:10][C:11]=1[N:12]=2)[CH:19]=[CH:20][C:5]=3[NH2:4]. (5) The product is: [CH3:1][S:2]([C:5]1[CH:13]=[C:12]2[C:8]([CH:9]=[CH:10][NH:11]2)=[CH:7][CH:6]=1)(=[O:4])=[O:3]. Given the reactants [CH3:1][S:2]([C:5]1[CH:13]=[C:12]2[C:8]([CH:9]=[CH:10][N:11]2O)=[CH:7][CH:6]=1)(=[O:4])=[O:3], predict the reaction product.